This data is from Forward reaction prediction with 1.9M reactions from USPTO patents (1976-2016). The task is: Predict the product of the given reaction. (1) Given the reactants [OH:1][C:2]1[CH:3]=[C:4]2[C:9](=[CH:10][CH:11]=1)[O:8][C@H:7]([C:12]1[CH:17]=[CH:16][C:15]([OH:18])=[CH:14][CH:13]=1)[C@@H:6]1[CH2:19][CH2:20][C:21](=[O:23])[CH2:22][C@H:5]21.CC(C)([O-])C.[K+].[CH3:30][O:31][CH2:32]Cl.C1[CH2:38][O:37][CH2:36]C1, predict the reaction product. The product is: [CH3:30][O:31][CH2:32][O:1][C:2]1[CH:3]=[C:4]2[C:9](=[CH:10][CH:11]=1)[O:8][CH:7]([C:12]1[CH:13]=[CH:14][C:15]([O:18][CH2:36][O:37][CH3:38])=[CH:16][CH:17]=1)[CH:6]1[CH2:19][CH2:20][C:21](=[O:23])[CH2:22][CH:5]21. (2) The product is: [NH2:14][C:10]1[CH:11]=[CH:12][CH:13]=[C:7]([Br:6])[C:8]=1[NH2:9]. Given the reactants O.O.[Sn](Cl)Cl.[Br:6][C:7]1[CH:13]=[CH:12][CH:11]=[C:10]([N+:14]([O-])=O)[C:8]=1[NH2:9].[OH-].[Na+], predict the reaction product.